This data is from Reaction yield outcomes from USPTO patents with 853,638 reactions. The task is: Predict the reaction yield, written as a fraction of the theoretical maximum amount of product (1.0 means a 100% yield; for example, 0.34 means a 34% yield). (1) The reactants are C(O)(=O)[C@@H](C1C=CC=CC=1)O.[NH2:12][C@H:13]1[C:19]2[CH:20]=[CH:21][CH2:22][CH2:23][C:18]=2[CH2:17][CH2:16][N:15]([CH3:24])[C:14]1=[O:25].[ClH:26]. The catalyst is C(OCC)(=O)C. The product is [ClH:26].[NH2:12][C@H:13]1[C:19]2[CH:20]=[CH:21][CH2:22][CH2:23][C:18]=2[CH2:17][CH2:16][N:15]([CH3:24])[C:14]1=[O:25]. The yield is 0.925. (2) The reactants are [Br:1][C:2]1[CH:3]=[CH:4][C:5]([CH2:8][C:9]#[N:10])=[N:6][CH:7]=1.Br[CH2:12][CH2:13][CH2:14][CH2:15][CH2:16]Br. No catalyst specified. The product is [Br:1][C:2]1[CH:3]=[CH:4][C:5]([C:8]2([C:9]#[N:10])[CH2:16][CH2:15][CH2:14][CH2:13][CH2:12]2)=[N:6][CH:7]=1. The yield is 0.600. (3) The reactants are [NH2:1][C:2]1[S:6][N:5]=[C:4]([CH3:7])[C:3]=1[C:8]#[N:9].[C:10](Cl)(=[O:15])[CH2:11][CH:12]([CH3:14])[CH3:13]. The catalyst is N1C=CC=CC=1.C(Cl)(Cl)Cl. The product is [C:8]([C:3]1[C:4]([CH3:7])=[N:5][S:6][C:2]=1[NH:1][C:10](=[O:15])[CH2:11][CH:12]([CH3:14])[CH3:13])#[N:9]. The yield is 0.880.